From a dataset of Forward reaction prediction with 1.9M reactions from USPTO patents (1976-2016). Predict the product of the given reaction. (1) Given the reactants [OH:1][N:2]=[C:3]([C:5]1[CH:10]=[CH:9][N:8]=[N:7][CH:6]=1)[NH2:4].[F:11][C:12]1[C:20]([F:21])=[C:19]([F:22])[CH:18]=[CH:17][C:13]=1[C:14](Cl)=O.N, predict the reaction product. The product is: [N:8]1[CH:9]=[CH:10][C:5]([C:3]2[N:4]=[C:14]([C:13]3[CH:17]=[CH:18][C:19]([F:22])=[C:20]([F:21])[C:12]=3[F:11])[O:1][N:2]=2)=[CH:6][N:7]=1. (2) Given the reactants [Br:1]Br.[Cl:3][C:4]1[CH:5]=[C:6]([NH2:12])[C:7](=[CH:10][CH:11]=1)[O:8][CH3:9], predict the reaction product. The product is: [Cl:3][C:4]1[C:11]([Br:1])=[CH:10][C:7]([O:8][CH3:9])=[C:6]([NH2:12])[CH:5]=1. (3) Given the reactants [CH3:1][N:2]1[C@H:8]([CH2:9][OH:10])[CH2:7][CH2:6][C:3]21[CH2:5][CH2:4]2.C(N(CC)CC)C.[CH3:18][S:19](Cl)(=[O:21])=[O:20], predict the reaction product. The product is: [CH3:18][S:19]([O:10][CH2:9][C@@H:8]1[CH2:7][CH2:6][C:3]2([CH2:5][CH2:4]2)[N:2]1[CH3:1])(=[O:21])=[O:20]. (4) The product is: [ClH:34].[Br:1][C:2]1[CH:3]=[C:4]([NH:10][C:11]2[N:16]=[C:15]([NH:17][CH:18]3[CH2:19][CH2:20][CH2:21][CH2:22][CH2:23][CH2:24]3)[N:14]=[C:13]([N:25]([CH3:33])[CH:26]3[CH2:27][CH2:28][N:29]([CH3:32])[CH2:30][CH2:31]3)[N:12]=2)[CH:5]=[CH:6][C:7]=1[O:8][CH3:9]. Given the reactants [Br:1][C:2]1[CH:3]=[C:4]([NH:10][C:11]2[N:16]=[C:15]([NH:17][CH:18]3[CH2:24][CH2:23][CH2:22][CH2:21][CH2:20][CH2:19]3)[N:14]=[C:13]([N:25]([CH3:33])[CH:26]3[CH2:31][CH2:30][N:29]([CH3:32])[CH2:28][CH2:27]3)[N:12]=2)[CH:5]=[CH:6][C:7]=1[O:8][CH3:9].[ClH:34].C(OCC)C, predict the reaction product. (5) Given the reactants [CH:1]1([C:6](Cl)=[O:7])[CH2:5][CH2:4][CH2:3][CH2:2]1.[N-:9]=[C:10]=[S:11].[NH4+].[NH2:13][C:14]1[CH:15]=[CH:16][C:17]([CH3:33])=[C:18]([C:20]2[C:21](=[O:32])[N:22]([CH3:31])[C:23]3[C:28]([CH:29]=2)=[CH:27][N:26]=[C:25]([CH3:30])[CH:24]=3)[CH:19]=1, predict the reaction product. The product is: [CH3:31][N:22]1[C:23]2[C:28](=[CH:27][N:26]=[C:25]([CH3:30])[CH:24]=2)[CH:29]=[C:20]([C:18]2[CH:19]=[C:14]([NH:13][C:10]([NH:9][C:6]([CH:1]3[CH2:5][CH2:4][CH2:3][CH2:2]3)=[O:7])=[S:11])[CH:15]=[CH:16][C:17]=2[CH3:33])[C:21]1=[O:32]. (6) Given the reactants FC(F)(F)S(O[C:7]1[C:31]([O:32][CH3:33])=[CH:30][C:10]2[C@@H:11]([C:24]3[CH:29]=[CH:28][CH:27]=[CH:26][CH:25]=3)[NH:12][C@@:13]([CH2:20][CH2:21][CH2:22][CH3:23])([CH2:18][CH3:19])[CH2:14][S:15](=[O:17])(=[O:16])[C:9]=2[CH:8]=1)(=O)=O.[CH2:36](N(CC)CC)C.[CH3:43][OH:44].[OH2:45], predict the reaction product. The product is: [CH2:20]([C@@:13]1([CH2:18][CH3:19])[NH:12][C@H:11]([C:24]2[CH:29]=[CH:28][CH:27]=[CH:26][CH:25]=2)[C:10]2[CH:30]=[C:31]([O:32][CH3:33])[C:7]([C:43]([O:45][CH3:36])=[O:44])=[CH:8][C:9]=2[S:15](=[O:16])(=[O:17])[CH2:14]1)[CH2:21][CH2:22][CH3:23]. (7) Given the reactants [Br:1][C:2]1[CH:3]=[C:4]([C:9](=[O:11])[CH3:10])[CH:5]=[CH:6][C:7]=1[F:8].[CH2:12](O)[CH2:13][OH:14], predict the reaction product. The product is: [Br:1][C:2]1[CH:3]=[C:4]([C:9]2([CH3:10])[O:14][CH2:13][CH2:12][O:11]2)[CH:5]=[CH:6][C:7]=1[F:8]. (8) The product is: [CH3:18][C:17]1[CH:19]=[CH:20][C:14]([S:11]([O:10][C@H:9]2[CH2:8][NH:7][C@@H:6]3[C@@H:2]([OH:1])[CH2:3][O:4][C@H:5]23)(=[O:13])=[O:12])=[CH:15][CH:16]=1. Given the reactants [OH:1][C@@H:2]1[C@H:6]2[N:7](C(OC(C)(C)C)=O)[CH2:8][C@H:9]([O:10][S:11]([C:14]3[CH:20]=[CH:19][C:17]([CH3:18])=[CH:16][CH:15]=3)(=[O:13])=[O:12])[C@H:5]2[O:4][CH2:3]1.[H][H], predict the reaction product.